This data is from Full USPTO retrosynthesis dataset with 1.9M reactions from patents (1976-2016). The task is: Predict the reactants needed to synthesize the given product. The reactants are: [C:1](=[O:4])([O-])[O-].[Cs+].[Cs+].Cl[C:8]1[C:9]2[N:17]=[CH:16][C:15](Cl)=[CH:14][C:10]=2N=C[N:13]=1.[CH2:19]([Si:21]([CH2:26][CH3:27])([CH2:24][CH3:25])[C:22]#[CH:23])[CH3:20]. Given the product [CH3:1][O:4][C:15]1[CH:14]=[C:10]([C:20]#[C:19][Si:21]([CH2:26][CH3:27])([CH2:24][CH3:25])[CH2:22][CH3:23])[C:9]([C:8]#[N:13])=[N:17][CH:16]=1, predict the reactants needed to synthesize it.